From a dataset of Reaction yield outcomes from USPTO patents with 853,638 reactions. Predict the reaction yield, written as a fraction of the theoretical maximum amount of product (1.0 means a 100% yield; for example, 0.34 means a 34% yield). (1) The reactants are I[C:2]1[CH:3]=[C:4]([CH:9]=[CH:10][C:11]=1[NH:12][C:13](=O)[C:14](F)(F)F)[C:5]([O:7][CH3:8])=[O:6].[C:19]1([CH2:25]C#C)[CH:24]=[CH:23][CH:22]=[CH:21][CH:20]=1. The catalyst is CN(C)C=O.Cl[Pd](Cl)([P](C1C=CC=CC=1)(C1C=CC=CC=1)C1C=CC=CC=1)[P](C1C=CC=CC=1)(C1C=CC=CC=1)C1C=CC=CC=1.[Cu]I. The product is [CH2:25]([C:13]1[NH:12][C:11]2[C:10]([CH:14]=1)=[CH:9][C:4]([C:5]([O:7][CH3:8])=[O:6])=[CH:3][CH:2]=2)[C:19]1[CH:24]=[CH:23][CH:22]=[CH:21][CH:20]=1. The yield is 0.820. (2) The reactants are C([N:8]1[CH2:13][CH2:12][O:11][CH:10]([C:14]([N:16]([CH3:18])[CH3:17])=[O:15])[CH2:9]1)C1C=CC=CC=1.C([O-])=O.[NH4+]. The product is [CH3:17][N:16]([CH3:18])[C:14]([CH:10]1[O:11][CH2:12][CH2:13][NH:8][CH2:9]1)=[O:15]. The catalyst is CCO.[Pd]. The yield is 0.989. (3) The yield is 0.410. No catalyst specified. The product is [C:7]([C:6]1[CH:5]=[C:4]([C:23](=[O:24])[CH2:22][Cl:21])[S:3][CH:2]=1)(=[O:10])[CH3:8]. The reactants are Br[C:2]1[S:3][C:4](Cl)=[C:5](Cl)[C:6]=1[C:7](=[O:10])[CH2:8]Cl.C(C1C=CSC=1)(=O)C.[Cl:21][CH2:22][C:23](Cl)=[O:24]. (4) The reactants are Br[C:2]1[CH:3]=[N:4][CH:5]=[C:6]([C:8]#[C:9][CH3:10])[CH:7]=1.CC1CCCO1.[B:17](OC(C)C)([O:22]C(C)C)[O:18]C(C)C.[Li]CCCC.Cl. The catalyst is C1(C)C=CC=CC=1. The product is [C:8]([C:6]1[CH:7]=[C:2]([B:17]([OH:22])[OH:18])[CH:3]=[N:4][CH:5]=1)#[C:9][CH3:10]. The yield is 0.870.